From a dataset of Full USPTO retrosynthesis dataset with 1.9M reactions from patents (1976-2016). Predict the reactants needed to synthesize the given product. Given the product [Cl:8][C:7]1[C:2]([C:13](=[O:24])[C@@H:14]([NH:16][C:17](=[O:18])[O:19][C:20]([CH3:22])([CH3:21])[CH3:23])[CH3:15])=[N:3][CH:4]=[C:5]([Cl:9])[CH:6]=1, predict the reactants needed to synthesize it. The reactants are: Br[C:2]1[C:7]([Cl:8])=[CH:6][C:5]([Cl:9])=[CH:4][N:3]=1.CON(C)[C:13](=[O:24])[C@@H:14]([NH:16][C:17]([O:19][C:20]([CH3:23])([CH3:22])[CH3:21])=[O:18])[CH3:15].[Cl-].[NH4+].O.